Dataset: Peptide-MHC class II binding affinity with 134,281 pairs from IEDB. Task: Regression. Given a peptide amino acid sequence and an MHC pseudo amino acid sequence, predict their binding affinity value. This is MHC class II binding data. (1) The peptide sequence is GSLKTALTGAMRVTK. The MHC is DRB1_0701 with pseudo-sequence DRB1_0701. The binding affinity (normalized) is 0.719. (2) The peptide sequence is ILVTVNPIASTNDDE. The MHC is HLA-DQA10601-DQB10402 with pseudo-sequence HLA-DQA10601-DQB10402. The binding affinity (normalized) is 0.348.